Dataset: Reaction yield outcomes from USPTO patents with 853,638 reactions. Task: Predict the reaction yield, written as a fraction of the theoretical maximum amount of product (1.0 means a 100% yield; for example, 0.34 means a 34% yield). (1) The reactants are [F:1][C:2]1[C:7](I)=[CH:6][CH:5]=[CH:4][N:3]=1.[CH:9]1([B-](F)(F)F)[CH2:11][CH2:10]1.[K+].C1(P(C2CCCCC2)C2CCCCC2)CCCCC1.P([O-])([O-])([O-])=O.[K+].[K+].[K+]. The catalyst is C1(C)C=CC=CC=1.C([O-])(=O)C.[Pd+2].C([O-])(=O)C.O. The product is [CH:9]1([C:7]2[C:2]([F:1])=[N:3][CH:4]=[CH:5][CH:6]=2)[CH2:11][CH2:10]1. The yield is 0.970. (2) The reactants are [CH3:1][Si:2]([CH3:17])([CH3:16])[CH2:3][CH2:4][O:5][CH2:6][N:7]1[C:15]2[C:10](=[CH:11][CH:12]=[CH:13][CH:14]=2)[CH:9]=[CH:8]1.C([Li])CCC.[C:23]([O:27][C:28]([N:30]1[CH2:35][CH2:34][CH2:33][CH2:32][CH:31]1[C:36](=[O:41])N(OC)C)=[O:29])([CH3:26])([CH3:25])[CH3:24].[NH4+].[Cl-]. The catalyst is COCCOC. The product is [C:23]([O:27][C:28]([N:30]1[CH2:35][CH2:34][CH2:33][CH2:32][CH:31]1[C:36]([C:8]1[N:7]([CH2:6][O:5][CH2:4][CH2:3][Si:2]([CH3:17])([CH3:16])[CH3:1])[C:15]2[C:10]([CH:9]=1)=[CH:11][CH:12]=[CH:13][CH:14]=2)=[O:41])=[O:29])([CH3:26])([CH3:25])[CH3:24]. The yield is 0.370.